From a dataset of Experimental lipophilicity measurements (octanol/water distribution) for 4,200 compounds from AstraZeneca. Regression/Classification. Given a drug SMILES string, predict its absorption, distribution, metabolism, or excretion properties. Task type varies by dataset: regression for continuous measurements (e.g., permeability, clearance, half-life) or binary classification for categorical outcomes (e.g., BBB penetration, CYP inhibition). For this dataset (lipophilicity_astrazeneca), we predict Y. The molecule is c1ccc2c(OCC3=NCCN3)cccc2c1. The Y is 0.680 logD.